This data is from Full USPTO retrosynthesis dataset with 1.9M reactions from patents (1976-2016). The task is: Predict the reactants needed to synthesize the given product. Given the product [CH2:3]([O:4][C:9]1[N:14]=[C:13]([O:15][CH3:16])[C:12]([C:17]2[C:26]3[C:21](=[CH:22][C:23]([S:27]([NH:30][C:31]4[CH:36]=[CH:35][N:34]=[CH:33][N:32]=4)(=[O:29])=[O:28])=[CH:24][CH:25]=3)[CH:20]=[CH:19][N:18]=2)=[CH:11][CH:10]=1)[CH:2]([CH3:5])[CH3:1], predict the reactants needed to synthesize it. The reactants are: [CH3:1][CH:2]([CH3:5])[CH2:3][OH:4].[H-].[Na+].F[C:9]1[N:14]=[C:13]([O:15][CH3:16])[C:12]([C:17]2[C:26]3[C:21](=[CH:22][C:23]([S:27]([NH:30][C:31]4[CH:36]=[CH:35][N:34]=[CH:33][N:32]=4)(=[O:29])=[O:28])=[CH:24][CH:25]=3)[CH:20]=[CH:19][N:18]=2)=[CH:11][CH:10]=1.